Dataset: Full USPTO retrosynthesis dataset with 1.9M reactions from patents (1976-2016). Task: Predict the reactants needed to synthesize the given product. (1) Given the product [NH2:11][CH2:12][C:13]1[CH:18]=[CH:17][C:16]([C:2]2[N:7]=[C:6]([NH2:8])[N:5]=[C:4]([NH:9][CH3:10])[CH:3]=2)=[CH:15][CH:14]=1, predict the reactants needed to synthesize it. The reactants are: Cl[C:2]1[N:7]=[C:6]([NH2:8])[N:5]=[C:4]([NH:9][CH3:10])[CH:3]=1.[NH2:11][CH2:12][C:13]1[CH:18]=[CH:17][C:16](B(O)O)=[CH:15][CH:14]=1.C(=O)([O-])[O-].[Na+].[Na+].O1CCOCC1. (2) Given the product [CH2:33]([NH:35][C:28]([C:26]1[N:27]=[C:23]([C:19]2[CH:20]=[CH:21][CH:22]=[C:17]([N:14]3[CH2:13][C@H:12]4[N:8]([CH2:9][CH2:10][CH2:11]4)[C:7]4[N:31]=[C:3]([S:2][CH3:1])[N:4]=[CH:5][C:6]=4[C:15]3=[O:16])[CH:18]=2)[O:24][CH:25]=1)=[O:29])[CH3:34], predict the reactants needed to synthesize it. The reactants are: [CH3:1][S:2][C:3]1[N:4]=[CH:5][C:6]2[C:15](=[O:16])[N:14]([C:17]3[CH:18]=[C:19]([C:23]4[O:24][CH:25]=[C:26]([C:28](O)=[O:29])[N:27]=4)[CH:20]=[CH:21][CH:22]=3)[CH2:13][C@H:12]3[N:8]([CH2:9][CH2:10][CH2:11]3)[C:7]=2[N:31]=1.Cl.[CH2:33]([NH2:35])[CH3:34].C(N(CC)CC)C.Cl.C(N=C=NCCCN(C)C)C.ON1C2C=CC=CC=2N=N1. (3) Given the product [Si:35]([O:42][N:43]=[C:44]1[C:52]2[C:47](=[CH:48][C:49]([NH:54][C:55]3[C:63]4[C:58](=[CH:59][N:60]=[CH:61][CH:62]=4)[S:57][C:56]=3[C:64]([NH:66][CH3:67])=[O:65])=[CH:50][CH:51]=2)[CH2:46][CH2:45]1)([C:38]([CH3:41])([CH3:40])[CH3:39])([CH3:37])[CH3:36], predict the reactants needed to synthesize it. The reactants are: CC(C1C=C(C(C)C)C(C2C=CC=CC=2P(C2CCCCC2)C2CCCCC2)=C(C(C)C)C=1)C.[Si:35]([O:42][N:43]=[C:44]1[C:52]2[C:47](=[CH:48][C:49](Br)=[CH:50][CH:51]=2)[CH2:46][CH2:45]1)([C:38]([CH3:41])([CH3:40])[CH3:39])([CH3:37])[CH3:36].[NH2:54][C:55]1[C:63]2[C:58](=[CH:59][N:60]=[CH:61][CH:62]=2)[S:57][C:56]=1[C:64]([NH:66][CH3:67])=[O:65]. (4) Given the product [F:1][C:2]([F:16])([F:15])[C:3]1[CH:8]=[C:7]([C:9]([F:12])([F:11])[F:10])[CH:6]=[C:5]2[C:4]=1[C:18]([CH3:17])([CH2:19][CH2:20][CH2:21][CH2:22][S:23]([OH:26])(=[O:24])=[O:25])[C:27]([CH3:28])=[N:13]2, predict the reactants needed to synthesize it. The reactants are: [F:1][C:2]([F:16])([F:15])[C:3]1[CH:4]=[C:5]([NH:13]N)[CH:6]=[C:7]([C:9]([F:12])([F:11])[F:10])[CH:8]=1.[CH3:17][CH:18]([C:27](=O)[CH3:28])[CH2:19][CH2:20][CH2:21][CH2:22][S:23]([OH:26])(=[O:25])=[O:24].